From a dataset of Experimentally validated miRNA-target interactions with 360,000+ pairs, plus equal number of negative samples. Binary Classification. Given a miRNA mature sequence and a target amino acid sequence, predict their likelihood of interaction. (1) The miRNA is hsa-miR-3913-5p with sequence UUUGGGACUGAUCUUGAUGUCU. The protein sequence of the target gene is MPLRDKYCQTDHHHHGCCEPVYILEPGDPPLLQQPVQTSKSGIQQIIECFRSGTKQLKHILLKDVDTIFECKLCRSLFRGLPNLITHKKFYCPPSLQMDDNLPDVNDKQSQAISDLLEAIYPRVDKREYIIKLEPIETNQNAVFQYISRTDNPAEVTESSSTPEQTEVQIQETSSEQLKAVPDADTEVEEAIEPPSIETVVDEAAAPTEEQPQESQADLETSDSSDLGHQLICCLCRKEFNSRRGVRRHIRKVHKKKMEELKKYIETRKTPNQSSKGRSKSVLVSLSRSCPVCCKSFATK.... Result: 0 (no interaction). (2) Result: 0 (no interaction). The protein sequence of the target gene is MKETIQGTGSWGPEPPGPGIPPAYSSPRRERLRWPPPPKPRLKSGGGFGPDPGSGTTVPARRLPVPRPSFDASASEEEEEEEEEEDEDEEEEVAAWRLPPRWSQLGTSQRPRPSRPTHRKTCSQRRRRAMRAFRMLLYSKSTSLTFHWKLWGRHRGRRRGLAHPKNHLSPQQGGATPQVPSPCCRFDSPRGPPPPRLGLLGALMAEDGVRGSPPVPSGPPMEEDGLRWTPKSPLDPDSGLLSCTLPNGFGGQSGPEGERSLAPPDASILISNVCSIGDHVAQELFQGSDLGMAEEAERPG.... The miRNA is hsa-miR-8060 with sequence CCAUGAAGCAGUGGGUAGGAGGAC. (3) The miRNA is ath-miR774a with sequence UUGGUUACCCAUAUGGCCAUC. The protein sequence of the target gene is MGGCVGAQHDSSGSLNENSEGTGVALGRNQPLKKEKPKWKSDYPMTDGQLRSKRDEFWDTAPAFEGRKEIWDALKAAAHAFESNDHELAQAIIDGANITLPHGALTECYDELGNRYQLPVYCLAPPINMIEEKSDIETLDIPEPPPNSGYECQLRLRLSTGKDLKLVVRSTDTVFHMKRRLHAAEGVEPGSQRWFFSGRPLTDKMKFEELKIPKDYVVQVIVSQPVQNPTPVEN. Result: 0 (no interaction). (4) The miRNA is cel-miR-1817 with sequence UAGCCAAUGUCUUCUCUAUCAUG. The protein sequence of the target gene is MSAQTSLAEKGLNPGLMCQESYACSGTDEAIFECDECCSLQCLRCEEELHRQERLRNHERIRLKAGHVPYCDPCKGPNGHSPGVRQRAAVRCQTCKINLCLECQKRTHSGGNKRRHPITVYLVSKVQESLEGEEMDEETKRKKMTERVVSFLLVDENEEIQVTNEEDFIRKLDCKPDQHLKVVSIFGNTGDGKSHTLNHTFFYGREVFKTSPAQESCTVGVWAAYDPVHKVAVIDTEGLLGATVNLSQRTRLLLKVLAISDLVIYRTHADRLHNDLFKFLGDASEAYLKHFTKELKATTA.... Result: 0 (no interaction). (5) The miRNA is hsa-miR-5689 with sequence AGCAUACACCUGUAGUCCUAGA. The protein sequence of the target gene is MILNKALMLGALALTTVMSPCGGEDIVADHVASYGVNLYQSYGPSGQYTHEFDGDEQFYVDLGRKETVWCLPVLRQFRFDPQFALTNIAVLKHNLNSLIKRSNSTAATNEVPEVTVFSKSPVTLGQPNILICLVDNIFPPVVNITWLSNGHSVTEGVSETSFLSKSDHSFFKISYLTLLPSAEESYDCKVEHWGLDKPLLKHWEPEIPAPMSELTETVVCALGLSVGLVGIVVGTVFIIRGLRSVGASRHQGPL. Result: 0 (no interaction). (6) The miRNA is hsa-miR-338-3p with sequence UCCAGCAUCAGUGAUUUUGUUG. The protein sequence of the target gene is MPSCTASTMPGMICKNPDLEFDSLQPCFYPDEDDFYFGGPDSTPPGEDIWKKFELLPTPPLSPSRAFPEHSPEPSNWATEMLLPEADLWGNPAEEDAFGLGGLGGLTPNPVILQDCMWSGFSAREKLERAVNEKLQHGHGPPGVSSACSAPGVGASSPGGRALGGSSSASHTGATLPTDLSHPAAECVDPAVVFPFPVNKRESASVPAAPTSAPATSAAVTSVSVPATAPVAAPARAGGRPASSGEAKALSTSGEDTLSDSDDEDDEEEDEEEEIDVVTVEKRRSSSNNKAVTTFTITVR.... Result: 0 (no interaction).